Dataset: Forward reaction prediction with 1.9M reactions from USPTO patents (1976-2016). Task: Predict the product of the given reaction. (1) Given the reactants [F:1][C:2]1[CH:7]=[C:6]([F:8])[CH:5]=[CH:4][C:3]=1[C:9]1[CH:14]=[C:13]([N:15]2[C:19]3[CH:20]=[CH:21][C:22]([C:24]4[N:25]=[N:26][N:27]([CH2:29][CH2:30][C:31]([OH:34])([CH3:33])[CH3:32])[CH:28]=4)=[CH:23][C:18]=3[N:17]=[CH:16]2)[CH:12]=[C:11]([NH:35]C(=O)C)[CH:10]=1.[CH:39]1([S:42](Cl)(=[O:44])=[O:43])[CH2:41][CH2:40]1, predict the reaction product. The product is: [F:1][C:2]1[CH:7]=[C:6]([F:8])[CH:5]=[CH:4][C:3]=1[C:9]1[CH:14]=[C:13]([N:15]2[C:19]3[CH:20]=[CH:21][C:22]([C:24]4[N:25]=[N:26][N:27]([CH2:29][CH2:30][C:31]([OH:34])([CH3:32])[CH3:33])[CH:28]=4)=[CH:23][C:18]=3[N:17]=[CH:16]2)[CH:12]=[C:11]([NH:35][S:42]([CH:39]2[CH2:41][CH2:40]2)(=[O:44])=[O:43])[CH:10]=1. (2) The product is: [Br:19][C:15]1[CH:14]=[C:13]([C@@H:11]([N:7]2[CH2:6][CH2:5][C@@:4]([C:20]3[CH:21]=[CH:22][C:23]([F:26])=[CH:24][CH:25]=3)([CH2:1][C:2](=[O:31])[CH3:3])[O:9][C:8]2=[O:10])[CH3:12])[CH:18]=[CH:17][CH:16]=1. Given the reactants [CH2:1]([C@@:4]1([C:20]2[CH:25]=[CH:24][C:23]([F:26])=[CH:22][CH:21]=2)[O:9][C:8](=[O:10])[N:7]([C@H:11]([C:13]2[CH:18]=[CH:17][CH:16]=[C:15]([Br:19])[CH:14]=2)[CH3:12])[CH2:6][CH2:5]1)[CH:2]=[CH2:3].CN(C=[O:31])C.O=O, predict the reaction product.